The task is: Predict the product of the given reaction.. This data is from Forward reaction prediction with 1.9M reactions from USPTO patents (1976-2016). (1) Given the reactants [NH2:1][CH:2]1[N:8]=[C:7]([C:9]2[CH:14]=[CH:13][CH:12]=[C:11]([O:15][CH3:16])[N:10]=2)[C:6]2[CH:17]=[C:18]([Cl:21])[CH:19]=[CH:20][C:5]=2[N:4]([CH3:22])[C:3]1=[O:23].[N:24]([C:27]1[CH:32]=[CH:31][C:30]([N:33]2[CH2:38][CH2:37][O:36][CH2:35][CH2:34]2)=[CH:29][C:28]=1[CH3:39])=[C:25]=[S:26], predict the reaction product. The product is: [Cl:21][C:18]1[CH:19]=[CH:20][C:5]2[N:4]([CH3:22])[C:3](=[O:23])[CH:2]([NH:1][C:25]([NH:24][C:27]3[CH:32]=[CH:31][C:30]([N:33]4[CH2:38][CH2:37][O:36][CH2:35][CH2:34]4)=[CH:29][C:28]=3[CH3:39])=[S:26])[N:8]=[C:7]([C:9]3[CH:14]=[CH:13][CH:12]=[C:11]([O:15][CH3:16])[N:10]=3)[C:6]=2[CH:17]=1. (2) Given the reactants Br[C:2]1[NH:21][C:5]2[N:6]=[CH:7][N:8]=[C:9]([NH:10][C:11]3[CH:20]=[CH:19][C:14]4[NH:15][C:16](=[O:18])[S:17][C:13]=4[CH:12]=3)[C:4]=2[CH:3]=1.[CH3:22][C:23]1[CH:28]=[CH:27][C:26]([S:29]([O-:31])=[O:30])=[CH:25][CH:24]=1.[Na+], predict the reaction product. The product is: [CH3:22][C:23]1[CH:28]=[CH:27][C:26]([S:29]([C:2]2[NH:21][C:5]3[N:6]=[CH:7][N:8]=[C:9]([NH:10][C:11]4[CH:20]=[CH:19][C:14]5[NH:15][C:16](=[O:18])[S:17][C:13]=5[CH:12]=4)[C:4]=3[CH:3]=2)(=[O:31])=[O:30])=[CH:25][CH:24]=1.